From a dataset of CYP2C9 inhibition data for predicting drug metabolism from PubChem BioAssay. Regression/Classification. Given a drug SMILES string, predict its absorption, distribution, metabolism, or excretion properties. Task type varies by dataset: regression for continuous measurements (e.g., permeability, clearance, half-life) or binary classification for categorical outcomes (e.g., BBB penetration, CYP inhibition). Dataset: cyp2c9_veith. (1) The molecule is COc1cccc(C(=O)Nc2ccc(NC(=O)c3ccco3)cn2)c1. The result is 1 (inhibitor). (2) The drug is CCn1c(SCC(=O)N2CCOCC2)nc2oc3c(Cl)cc(Cl)cc3c(=O)c2c1=O. The result is 1 (inhibitor).